This data is from Catalyst prediction with 721,799 reactions and 888 catalyst types from USPTO. The task is: Predict which catalyst facilitates the given reaction. (1) Reactant: [C:1]([C:3]1[CH:4]=[C:5]([CH:12]=[CH:13][C:14]=1[O:15][CH:16]([CH3:18])[CH3:17])[C:6]([NH:8][CH2:9][CH2:10][OH:11])=O)#[N:2].S(Cl)(Cl)=O. Product: [O:11]1[CH2:10][CH2:9][N:8]=[C:6]1[C:5]1[CH:12]=[CH:13][C:14]([O:15][CH:16]([CH3:18])[CH3:17])=[C:3]([CH:4]=1)[C:1]#[N:2]. The catalyst class is: 2. (2) Reactant: [Na].[CH:2]([C:14]([O:16]CC)=O)([C:9]([O:11]CC)=O)[CH2:3][C:4]([O:6][CH2:7][CH3:8])=[O:5].[NH2:19][C:20]([NH2:22])=[O:21]. Product: [O:21]=[C:20]1[NH:22][C:9](=[O:11])[CH:2]([CH2:3][C:4]([O:6][CH2:7][CH3:8])=[O:5])[C:14](=[O:16])[NH:19]1. The catalyst class is: 8.